Predict the reactants needed to synthesize the given product. From a dataset of Full USPTO retrosynthesis dataset with 1.9M reactions from patents (1976-2016). Given the product [C:1]([O:5][C:6]([N:8]1[CH2:13][CH2:12][N:11]([C:14]2[CH:15]=[CH:16][C:17]([CH3:30])=[C:18]3[C:23]=2[O:22][C:21]([C:24]([OH:26])=[O:25])=[CH:20][C:19]3=[O:29])[CH2:10][CH2:9]1)=[O:7])([CH3:4])([CH3:3])[CH3:2], predict the reactants needed to synthesize it. The reactants are: [C:1]([O:5][C:6]([N:8]1[CH2:13][CH2:12][N:11]([C:14]2[CH:15]=[CH:16][C:17]([CH3:30])=[C:18]3[C:23]=2[O:22][C:21]([C:24]([O:26]CC)=[O:25])=[CH:20][C:19]3=[O:29])[CH2:10][CH2:9]1)=[O:7])([CH3:4])([CH3:3])[CH3:2].O[Li].O.